This data is from Peptide-MHC class I binding affinity with 185,985 pairs from IEDB/IMGT. The task is: Regression. Given a peptide amino acid sequence and an MHC pseudo amino acid sequence, predict their binding affinity value. This is MHC class I binding data. The peptide sequence is IDYEELREQL. The MHC is Mamu-A11 with pseudo-sequence Mamu-A11. The binding affinity (normalized) is 0.168.